From a dataset of Forward reaction prediction with 1.9M reactions from USPTO patents (1976-2016). Predict the product of the given reaction. (1) Given the reactants [C:1]([O:5][C:6]([N:8]([CH2:10][C:11]1[CH:12]=[C:13]([NH:23][C:24](=[O:37])[CH2:25][CH2:26][CH2:27][C:28]2[CH:33]=[CH:32][C:31](B(O)O)=[CH:30][CH:29]=2)[CH:14]=[CH:15][C:16]=1[S:17]([CH:20]([CH3:22])[CH3:21])(=[O:19])=[O:18])[CH3:9])=[O:7])([CH3:4])([CH3:3])[CH3:2].[NH2:38][C:39]1[CH:40]=[C:41]2[C:46](=[CH:47][CH:48]=1)[C:45]([N:49]([C:57]([O:59][C:60]([CH3:63])([CH3:62])[CH3:61])=[O:58])[C:50]([O:52][C:53]([CH3:56])([CH3:55])[CH3:54])=[O:51])=[N:44][CH:43]=[CH:42]2.O.[C:65]([OH:69])(=[O:68])[CH:66]=O, predict the reaction product. The product is: [C:60]([O:59][C:57]([N:49]([C:50]([O:52][C:53]([CH3:54])([CH3:55])[CH3:56])=[O:51])[C:45]1[C:46]2[C:41](=[CH:40][C:39]([NH:38][CH:66]([C:31]3[CH:32]=[CH:33][C:28]([CH2:27][CH2:26][CH2:25][C:24]([NH:23][C:13]4[CH:14]=[CH:15][C:16]([S:17]([CH:20]([CH3:22])[CH3:21])(=[O:19])=[O:18])=[C:11]([CH2:10][N:8]([C:6]([O:5][C:1]([CH3:4])([CH3:3])[CH3:2])=[O:7])[CH3:9])[CH:12]=4)=[O:37])=[CH:29][CH:30]=3)[C:65]([OH:69])=[O:68])=[CH:48][CH:47]=2)[CH:42]=[CH:43][N:44]=1)=[O:58])([CH3:63])([CH3:62])[CH3:61]. (2) Given the reactants Br[C:2]1[CH:3]=[C:4]([CH3:19])[C:5]([O:17][CH3:18])=[C:6]([CH:16]=1)[CH2:7][O:8][Si](C(C)(C)C)(C)C.[Br:20][C:21]1[CH:22]=[C:23](/[C:27](/[C:35]2[CH:40]=[CH:39][CH:38]=[C:37]([F:41])[C:36]=2[C:42]#[N:43])=[N:28]\S(C(C)(C)C)=O)[CH:24]=[CH:25][CH:26]=1, predict the reaction product. The product is: [NH2:43][C:42]1[C:36]2[C:35](=[CH:40][CH:39]=[CH:38][C:37]=2[F:41])[C:27]([C:2]2[CH:3]=[C:4]([CH3:19])[C:5]([O:17][CH3:18])=[C:6]([CH2:7][OH:8])[CH:16]=2)([C:23]2[CH:24]=[CH:25][CH:26]=[C:21]([Br:20])[CH:22]=2)[N:28]=1. (3) Given the reactants [F:1][B-:2]([F:5])([F:4])[F:3].[H+].O=C(C1C=CC=CC=1C)[CH:9]([N:17]([C:20]1[CH:25]=[CH:24][CH:23]=[CH:22][CH:21]=1)C=O)[C:10]1[CH:15]=[CH:14][CH:13]=[CH:12][C:11]=1[CH3:16].[CH2:33]([O:35][CH2:36][CH3:37])C, predict the reaction product. The product is: [C:20]1([N+:17]2[C:9]([C:10]3[CH:15]=[CH:14][CH:13]=[CH:12][C:11]=3[CH3:16])=[C:36]([C:37]3[CH:14]=[CH:15][CH:10]=[CH:11][C:12]=3[CH3:13])[O:35][CH:33]=2)[CH:21]=[CH:22][CH:23]=[CH:24][CH:25]=1.[F:1][B-:2]([F:5])([F:4])[F:3]. (4) Given the reactants FC1C=CC(NC(=O)NC2C=CC(C3C=C4C(=CC=3)C(=O)N([C@@H](C(C)C)C(O)=O)C4)=CC=2)=CC=1.[F:35][C:36]1[CH:41]=[CH:40][CH:39]=[CH:38][C:37]=1[NH:42][C:43](=[O:69])[NH:44][C:45]1[CH:50]=[CH:49][C:48]([C:51]2[CH:52]=[C:53]3[C:57](=[CH:58][CH:59]=2)[C:56](=[O:60])[N:55]([C@@H:61]([CH:66]([CH3:68])[CH3:67])[C:62]([O:64]C)=[O:63])[CH2:54]3)=[CH:47][CH:46]=1, predict the reaction product. The product is: [F:35][C:36]1[CH:41]=[CH:40][CH:39]=[CH:38][C:37]=1[NH:42][C:43](=[O:69])[NH:44][C:45]1[CH:46]=[CH:47][C:48]([C:51]2[CH:52]=[C:53]3[C:57](=[CH:58][CH:59]=2)[C:56](=[O:60])[N:55]([C@@H:61]([CH:66]([CH3:67])[CH3:68])[C:62]([OH:64])=[O:63])[CH2:54]3)=[CH:49][CH:50]=1. (5) Given the reactants [C:1]([C:3]1[CH:8]=[CH:7][C:6]([C:9]2[N:13]3[CH:14]=[C:15]([C:18]4[CH:28]=[CH:27][C:21]([C:22]([O:24]CC)=[O:23])=[C:20]([F:29])[CH:19]=4)[CH:16]=[CH:17][C:12]3=[N:11][CH:10]=2)=[CH:5][CH:4]=1)#[N:2].[Li+].[OH-], predict the reaction product. The product is: [C:1]([C:3]1[CH:4]=[CH:5][C:6]([C:9]2[N:13]3[CH:14]=[C:15]([C:18]4[CH:28]=[CH:27][C:21]([C:22]([OH:24])=[O:23])=[C:20]([F:29])[CH:19]=4)[CH:16]=[CH:17][C:12]3=[N:11][CH:10]=2)=[CH:7][CH:8]=1)#[N:2].